From a dataset of Reaction yield outcomes from USPTO patents with 853,638 reactions. Predict the reaction yield, written as a fraction of the theoretical maximum amount of product (1.0 means a 100% yield; for example, 0.34 means a 34% yield). (1) The reactants are Cl.[NH2:2][CH2:3][C:4]1[CH:11]=[CH:10][C:7]([C:8]#[N:9])=[CH:6][CH:5]=1.CCN([CH:18]([CH3:20])[CH3:19])C(C)C.C1N=CN([C:26]([N:28]2[CH:32]=N[CH:30]=[CH:29]2)=[O:27])C=1.C(N1CCCCC1)[C:34]1[CH:39]=[CH:38][CH:37]=[CH:36][CH:35]=1. The catalyst is CN(C=O)C. The product is [CH2:20]([CH:18]1[CH2:30][CH2:29][N:28]([C:26]([NH:9][CH2:8][C:7]2[CH:10]=[CH:11][C:4]([C:3]#[N:2])=[CH:5][CH:6]=2)=[O:27])[CH2:32][CH2:19]1)[C:34]1[CH:39]=[CH:38][CH:37]=[CH:36][CH:35]=1. The yield is 0.960. (2) The reactants are COC1C=C(OC)C=CC=1C[NH:6][C:7]1[CH:12]=[C:11]([I:13])[C:10]([CH3:14])=[CH:9][N:8]=1.C(O)(C(F)(F)F)=O. The catalyst is C(Cl)Cl. The product is [I:13][C:11]1[C:10]([CH3:14])=[CH:9][N:8]=[C:7]([NH2:6])[CH:12]=1. The yield is 0.750. (3) No catalyst specified. The yield is 0.710. The product is [N:6]1([CH2:5][C@@:3]([C:25]2[CH:30]=[CH:29][C:28]([C:31]([F:34])([F:33])[F:32])=[CH:27][CH:26]=2)([OH:4])[C@H:2]([S:14][C@@H:15]2[CH2:16][O:17][C@@H:18](/[CH:21]=[CH:22]/[CH:23]=[CH:24]/[C:25]3[CH:26]=[CH:27][C:28]([C:31]([F:32])([F:33])[F:34])=[CH:29][CH:30]=3)[O:19][CH2:20]2)[CH3:1])[CH:10]=[N:9][CH:8]=[N:7]1. The reactants are [CH3:1][C@H:2]1[O:4][C@@H:3]1[CH2:5][N:6]1[CH:10]=[N:9][CH:8]=[N:7]1.C([S:14][C@@H:15]1[CH2:20][O:19][C@@H:18](/[CH:21]=[CH:22]/[CH:23]=[CH:24]/[C:25]2[CH:30]=[CH:29][C:28]([C:31]([F:34])([F:33])[F:32])=[CH:27][CH:26]=2)[O:17][CH2:16]1)(=O)C. (4) The reactants are [CH:1]1([CH2:4][CH2:5][O:6][C:7]2[CH:19]=[CH:18][C:10]([C:11]([NH:13][CH2:14][C:15]([OH:17])=[O:16])=[O:12])=[CH:9][CH:8]=2)[CH2:3][CH2:2]1.OC1C=CC(C(OC)=O)=CC=1.C1(CO)CCC1. No catalyst specified. The product is [CH:4]1([CH2:5][O:6][C:7]2[CH:8]=[CH:9][C:10]([C:11]([NH:13][CH2:14][C:15]([OH:17])=[O:16])=[O:12])=[CH:18][CH:19]=2)[CH2:2][CH2:3][CH2:1]1. The yield is 0.970. (5) The reactants are [CH3:1][Si:2]([CH3:9])([O:6][CH2:7][CH3:8])OCC.BrCCBr.II.[CH2:16](Cl)[CH:17]=[CH2:18]. The catalyst is CCOCC. The product is [CH2:18]([Si:2]([CH3:1])([CH3:9])[O:6][CH2:7][CH3:8])[CH:17]=[CH2:16]. The yield is 0.760. (6) The reactants are Br[CH2:2][CH2:3][N:4]1[C:8]([CH2:9]Br)=[CH:7][C:6]([N+:11]([O-:13])=[O:12])=[N:5]1.[F:14][CH:15]([F:18])[CH2:16][NH2:17].CS(C)=O. The catalyst is O. The product is [F:14][CH:15]([F:18])[CH2:16][N:17]1[CH2:2][CH2:3][N:4]2[N:5]=[C:6]([N+:11]([O-:13])=[O:12])[CH:7]=[C:8]2[CH2:9]1. The yield is 0.800. (7) The reactants are [CH3:1][C:2]1[N:3]=[C:4]([C:17]2[CH:22]=[CH:21][CH:20]=[CH:19][CH:18]=2)[S:5][C:6]=1[C:7]1[CH:8]=[C:9]2[C:13](=[CH:14][CH:15]=1)[NH:12][C:11](=[O:16])[CH2:10]2.[CH2:23]([O:25][C:26](Cl)=[O:27])[CH3:24].C(=O)([O-])[O-].[NH4+].[NH4+].O. The catalyst is C1COCC1.CN(C=O)C. The product is [CH2:23]([O:25][C:26]([N:12]1[C:13]2[C:9](=[CH:8][C:7]([C:6]3[S:5][C:4]([C:17]4[CH:22]=[CH:21][CH:20]=[CH:19][CH:18]=4)=[N:3][C:2]=3[CH3:1])=[CH:15][CH:14]=2)[CH2:10][C:11]1=[O:16])=[O:27])[CH3:24]. The yield is 0.750.